From a dataset of Forward reaction prediction with 1.9M reactions from USPTO patents (1976-2016). Predict the product of the given reaction. (1) The product is: [O:50]1[CH:51]=[CH:52][CH:53]=[C:49]1[C:46]1[O:45][C:44]([NH:43][C:40]([C:30]2[C:29]3[C:34](=[C:25]([CH3:24])[CH:26]=[CH:27][CH:28]=3)[N:33]=[C:32]([C:35]3[S:36][CH:37]=[CH:38][CH:39]=3)[CH:31]=2)=[O:42])=[N:48][N:47]=1. Given the reactants [Br-].C1(P(C2C=CC=CC=2)C2C=CC=CC=2)C=CC=CC=1.C(Cl)Cl.[CH3:24][C:25]1[CH:26]=[CH:27][CH:28]=[C:29]2[C:34]=1[N:33]=[C:32]([C:35]1[S:36][CH:37]=[CH:38][CH:39]=1)[CH:31]=[C:30]2[C:40]([OH:42])=O.[NH2:43][C:44]1[O:45][C:46]([C:49]2[O:50][CH:51]=[CH:52][CH:53]=2)=[N:47][N:48]=1, predict the reaction product. (2) The product is: [CH2:1]([O:3][C:4](=[O:29])[C:5]1[CH:10]=[CH:9][C:8]([N:11]2[CH:15]=[C:14]([C:16]3[CH:21]=[CH:20][CH:19]=[CH:18][C:17]=3[O:22][CH2:38][CH2:39][O:40][CH3:41])[C:13]([C:23]#[N:24])=[CH:12]2)=[CH:7][C:6]=1[O:25][CH2:26][O:27][CH3:28])[CH3:2]. Given the reactants [CH2:1]([O:3][C:4](=[O:29])[C:5]1[CH:10]=[CH:9][C:8]([N:11]2[CH:15]=[C:14]([C:16]3[CH:21]=[CH:20][CH:19]=[CH:18][C:17]=3[OH:22])[C:13]([C:23]#[N:24])=[CH:12]2)=[CH:7][C:6]=1[O:25][CH2:26][O:27][CH3:28])[CH3:2].C(=O)([O-])[O-].[K+].[K+].BrC[CH2:38][CH2:39][O:40][CH3:41].O, predict the reaction product. (3) Given the reactants [Cl:1][C:2]1[N:7]=[C:6]([NH:8][C@H:9]([C:11]2[CH:12]=[C:13]([NH:17][C:18](=[O:32])[C:19]3[CH:24]=[C:23]([C:25]([F:28])([F:27])[F:26])[CH:22]=[C:21]([N+:29]([O-])=O)[CH:20]=3)[CH:14]=[CH:15][CH:16]=2)[CH3:10])[CH:5]=[N:4][CH:3]=1.[Cl-].[NH4+].[In], predict the reaction product. The product is: [NH2:29][C:21]1[CH:20]=[C:19]([CH:24]=[C:23]([C:25]([F:28])([F:27])[F:26])[CH:22]=1)[C:18]([NH:17][C:13]1[CH:14]=[CH:15][CH:16]=[C:11]([C@@H:9]([NH:8][C:6]2[CH:5]=[N:4][CH:3]=[C:2]([Cl:1])[N:7]=2)[CH3:10])[CH:12]=1)=[O:32].